This data is from Peptide-MHC class II binding affinity with 134,281 pairs from IEDB. The task is: Regression. Given a peptide amino acid sequence and an MHC pseudo amino acid sequence, predict their binding affinity value. This is MHC class II binding data. (1) The peptide sequence is VVLRKRQGPKQMLVG. The MHC is DRB1_0901 with pseudo-sequence DRB1_0901. The binding affinity (normalized) is 0.466. (2) The peptide sequence is AAATAGETVYGAFAA. The MHC is HLA-DQA10401-DQB10402 with pseudo-sequence HLA-DQA10401-DQB10402. The binding affinity (normalized) is 0.449. (3) The peptide sequence is VDIMVRDGQLTIKAE. The MHC is DRB1_0101 with pseudo-sequence DRB1_0101. The binding affinity (normalized) is 0.482. (4) The peptide sequence is VGQMLMLVNDRLLDI. The MHC is DRB1_1101 with pseudo-sequence DRB1_1101. The binding affinity (normalized) is 0.604.